From a dataset of Reaction yield outcomes from USPTO patents with 853,638 reactions. Predict the reaction yield, written as a fraction of the theoretical maximum amount of product (1.0 means a 100% yield; for example, 0.34 means a 34% yield). (1) The reactants are Cl.[C:2]([C:4]1[CH:20]=[CH:19][C:7]([CH2:8][NH:9][C:10]([C:12]2[CH:17]=[C:16]([NH2:18])[N:15]=[CH:14][N:13]=2)=[O:11])=[CH:6][CH:5]=1)#[N:3].Cl[C:22]([O:24][C:25]1[CH:30]=[CH:29][CH:28]=[CH:27][CH:26]=1)=[O:23]. The catalyst is N1C=CC=CC=1. The product is [C:2]([C:4]1[CH:5]=[CH:6][C:7]([CH2:8][NH:9][C:10]([C:12]2[N:13]=[CH:14][N:15]=[C:16]([NH:18][C:22](=[O:23])[O:24][C:25]3[CH:30]=[CH:29][CH:28]=[CH:27][CH:26]=3)[CH:17]=2)=[O:11])=[CH:19][CH:20]=1)#[N:3]. The yield is 0.330. (2) The reactants are [CH3:1][C:2]1([CH3:19])[C:6]([CH3:8])([CH3:7])[O:5][B:4]([C:9]2[CH:14]=[CH:13][C:12]([CH2:15][C:16]([OH:18])=[O:17])=[CH:11][CH:10]=2)[O:3]1.C(N/C(=N/C(C)C)/O[C:26]([CH3:29])([CH3:28])[CH3:27])(C)C. The catalyst is C1COCC1. The product is [CH3:8][C:6]1([CH3:7])[C:2]([CH3:19])([CH3:1])[O:3][B:4]([C:9]2[CH:14]=[CH:13][C:12]([CH2:15][C:16]([O:18][C:26]([CH3:29])([CH3:28])[CH3:27])=[O:17])=[CH:11][CH:10]=2)[O:5]1. The yield is 0.920.